From a dataset of Reaction yield outcomes from USPTO patents with 853,638 reactions. Predict the reaction yield, written as a fraction of the theoretical maximum amount of product (1.0 means a 100% yield; for example, 0.34 means a 34% yield). (1) The reactants are [CH3:1][C:2]([CH3:10])([CH3:9])[CH2:3][CH:4]1[CH2:7][C:6](=O)[CH2:5]1.[C:11]1([OH:17])[CH:16]=[CH:15][CH:14]=[CH:13][CH:12]=1.S(=O)(=O)(O)O.[C:23]([O-:26])([O-])=O.[Na+].[Na+]. No catalyst specified. The product is [OH:17][C:11]1[CH:16]=[CH:15][C:14]([C:6]2([C:3]3[CH:4]=[CH:5][C:23]([OH:26])=[CH:1][CH:2]=3)[CH2:7][CH:4]([CH2:3][C:2]([CH3:10])([CH3:9])[CH3:1])[CH2:5]2)=[CH:13][CH:12]=1. The yield is 0.0450. (2) The reactants are [Cl:1][C:2]1[CH:7]=[CH:6][C:5]([C:8]2[N:12]=[C:11]([NH2:13])[NH:10][N:9]=2)=[CH:4][CH:3]=1.CC1C=CC(S(O)(=O)=O)=CC=1.[O:25]1[C:29]2[CH:30]=[CH:31][C:32]([C:34](=O)[CH2:35][C:36](OCC)=[O:37])=[CH:33][C:28]=2[O:27][CH2:26]1. The catalyst is C1(OC2C=CC=CC=2)C=CC=CC=1. The product is [O:25]1[C:29]2[CH:30]=[CH:31][C:32]([C:34]3[NH:13][C:11]4[N:10]([N:9]=[C:8]([C:5]5[CH:4]=[CH:3][C:2]([Cl:1])=[CH:7][CH:6]=5)[N:12]=4)[C:36](=[O:37])[CH:35]=3)=[CH:33][C:28]=2[O:27][CH2:26]1. The yield is 0.240.